This data is from Peptide-MHC class I binding affinity with 185,985 pairs from IEDB/IMGT. The task is: Regression. Given a peptide amino acid sequence and an MHC pseudo amino acid sequence, predict their binding affinity value. This is MHC class I binding data. (1) The peptide sequence is ATTHSWIPK. The MHC is HLA-A26:01 with pseudo-sequence HLA-A26:01. The binding affinity (normalized) is 0.0847. (2) The peptide sequence is IRFPKTFGY. The MHC is HLA-A02:01 with pseudo-sequence HLA-A02:01. The binding affinity (normalized) is 0. (3) The peptide sequence is DEFLKVPEW. The MHC is HLA-B15:17 with pseudo-sequence HLA-B15:17. The binding affinity (normalized) is 0.0847. (4) The peptide sequence is YLVAYKATV. The MHC is HLA-A02:01 with pseudo-sequence HLA-A02:01. The binding affinity (normalized) is 0.794.